This data is from Blood-brain barrier permeability regression values from the B3DB database. The task is: Regression/Classification. Given a drug SMILES string, predict its absorption, distribution, metabolism, or excretion properties. Task type varies by dataset: regression for continuous measurements (e.g., permeability, clearance, half-life) or binary classification for categorical outcomes (e.g., BBB penetration, CYP inhibition). For this dataset (b3db_regression), we predict Y. (1) The drug is CC1=CC(=C(C=C1)C)C. The Y is 0.160 log(BB ratio). (2) The compound is C1CN(CCC1(C2=CC=C(C=C2)Br)O)CCCC(=O)C3=CC=C(C=C3)F. The Y is 1.38 log(BB ratio). (3) The molecule is C1CCN(CC1)CCC(C2CC3CC2C=C3)(C4=CC=CC=C4)O. The Y is 0.850 log(BB ratio). (4) The compound is CC(C)CCO. The Y is 0.0400 log(BB ratio).